Task: Predict the product of the given reaction.. Dataset: Forward reaction prediction with 1.9M reactions from USPTO patents (1976-2016) (1) Given the reactants [NH:1]([C:17]([O:19][C:20]([CH3:23])([CH3:22])[CH3:21])=[O:18])[C@H:2]([C:14](O)=[O:15])[CH2:3][C:4]1[CH:13]=[C:12]2[C:7]([CH:8]=[CH:9][CH:10]=[CH:11]2)=[CH:6][CH:5]=1.CN(C(O[N:32]1N=[N:39][C:34]2C=CC=C[C:33]1=2)=[N+](C)C)C.F[P-](F)(F)(F)(F)F.CCN(CC)CC, predict the reaction product. The product is: [C:20]([O:19][C:17](=[O:18])[NH:1][CH:2]([C:14](=[O:15])[NH:39][CH2:34][C:33]#[N:32])[CH2:3][C:4]1[CH:5]=[CH:6][C:7]2[C:8](=[CH:9][CH:10]=[CH:11][CH:12]=2)[CH:13]=1)([CH3:22])([CH3:21])[CH3:23]. (2) Given the reactants [NH2:1][C@@H:2]([CH2:17][C:18]1[C:26]2[C:21](=[CH:22][CH:23]=[CH:24][CH:25]=2)[NH:20][CH:19]=1)[C:3]([NH:5][C@@H:6]([CH2:10][S:11][S:12][C:13]([CH3:16])([CH3:15])[CH3:14])[C:7]([OH:9])=[O:8])=[O:4].C(N(C(C)C)C(C)C)C.[C:36](OC(=O)C)(=[O:38])[CH3:37], predict the reaction product. The product is: [C:36]([NH:1][C@@H:2]([CH2:17][C:18]1[C:26]2[C:21](=[CH:22][CH:23]=[CH:24][CH:25]=2)[NH:20][CH:19]=1)[C:3]([NH:5][C@@H:6]([CH2:10][S:11][S:12][C:13]([CH3:14])([CH3:16])[CH3:15])[C:7]([OH:9])=[O:8])=[O:4])(=[O:38])[CH3:37]. (3) Given the reactants C[O:2][C:3]([C:5]1([C:9]2[CH:14]=[CH:13][C:12]([N+:15]([O-:17])=[O:16])=[CH:11][CH:10]=2)[CH2:8][CH2:7][CH2:6]1)=[O:4].C1COCC1.[OH-].[Na+], predict the reaction product. The product is: [N+:15]([C:12]1[CH:11]=[CH:10][C:9]([C:5]2([C:3]([OH:4])=[O:2])[CH2:6][CH2:7][CH2:8]2)=[CH:14][CH:13]=1)([O-:17])=[O:16]. (4) Given the reactants C([N:8]1[C@@H:13]2[C@H:14]([S:16]([C:19]3[CH:24]=[CH:23][CH:22]=[CH:21][CH:20]=3)(=[O:18])=[O:17])[CH2:15][C@@:9]1([C:41]1[CH:46]=[CH:45][CH:44]=[CH:43][CH:42]=1)[C@@H:10]([O:25][CH2:26][C:27]1[CH:32]=[C:31]([C:33]([F:36])([F:35])[F:34])[CH:30]=[C:29]([C:37]([F:40])([F:39])[F:38])[CH:28]=1)[CH:11]=[CH:12]2)C1C=CC=CC=1, predict the reaction product. The product is: [F:36][C:33]([F:34])([F:35])[C:31]1[CH:32]=[C:27]([CH2:26][O:25][C@H:10]2[CH2:11][CH2:12][C@@H:13]3[NH:8][C@@:9]2([C:41]2[CH:46]=[CH:45][CH:44]=[CH:43][CH:42]=2)[CH2:15][C@H:14]3[S:16]([C:19]2[CH:20]=[CH:21][CH:22]=[CH:23][CH:24]=2)(=[O:18])=[O:17])[CH:28]=[C:29]([C:37]([F:40])([F:38])[F:39])[CH:30]=1. (5) Given the reactants [F:1][C:2]1[CH:8]=[CH:7][C:5]([NH2:6])=[CH:4][CH:3]=1.Cl[C:10]1[CH:18]=[CH:17][CH:16]=[CH:15][C:11]=1[C:12]([OH:14])=[O:13].C(=O)([O-])[O-].[Na+].[Na+].C, predict the reaction product. The product is: [F:1][C:2]1[CH:8]=[CH:7][C:5]([NH:6][C:10]2[C:11](=[CH:15][CH:16]=[CH:17][CH:18]=2)[C:12]([OH:14])=[O:13])=[CH:4][CH:3]=1.